This data is from Full USPTO retrosynthesis dataset with 1.9M reactions from patents (1976-2016). The task is: Predict the reactants needed to synthesize the given product. Given the product [CH3:1][N:2]([CH2:11][C:12]([O:14][C:15]([CH3:18])([CH3:17])[CH3:16])=[O:13])[C:3]1[CH:8]=[N:7][CH:6]=[C:5]([C:9]2[S:22][C:21]3[CH:23]=[CH:24][CH:25]=[CH:26][C:20]=3[C:19](=[O:27])[N:10]=2)[N:4]=1, predict the reactants needed to synthesize it. The reactants are: [CH3:1][N:2]([CH2:11][C:12]([O:14][C:15]([CH3:18])([CH3:17])[CH3:16])=[O:13])[C:3]1[CH:8]=[N:7][CH:6]=[C:5]([C:9]#[N:10])[N:4]=1.[C:19](OC)(=[O:27])[C:20]1[C:21](=[CH:23][CH:24]=[CH:25][CH:26]=1)[SH:22].C(N(CC)CC)C.